Dataset: Reaction yield outcomes from USPTO patents with 853,638 reactions. Task: Predict the reaction yield, written as a fraction of the theoretical maximum amount of product (1.0 means a 100% yield; for example, 0.34 means a 34% yield). (1) The reactants are [C:1]([C:5]1[CH:9]=[C:8]([NH2:10])[N:7]([C:11]2[CH:16]=[CH:15][C:14]([CH3:17])=[CH:13][CH:12]=2)[N:6]=1)([CH3:4])([CH3:3])[CH3:2].C1N=CN([C:23](N2C=NC=C2)=[O:24])C=1.[NH2:30][C:31]1[C:40]2[C:35](=[CH:36][CH:37]=[CH:38][CH:39]=2)[C:34]([O:41][CH2:42][CH:43]([C:45]2[CH:50]=[CH:49][N:48]=[C:47]([NH:51][C:52](=[O:58])[O:53][C:54]([CH3:57])([CH3:56])[CH3:55])[CH:46]=2)[CH3:44])=[CH:33][CH:32]=1. The catalyst is C(Cl)Cl. The product is [C:1]([C:5]1[CH:9]=[C:8]([NH:10][C:23](=[O:24])[NH:30][C:31]2[C:40]3[C:35](=[CH:36][CH:37]=[CH:38][CH:39]=3)[C:34]([O:41][CH2:42][CH:43]([C:45]3[CH:50]=[CH:49][N:48]=[C:47]([NH:51][C:52](=[O:58])[O:53][C:54]([CH3:57])([CH3:56])[CH3:55])[CH:46]=3)[CH3:44])=[CH:33][CH:32]=2)[N:7]([C:11]2[CH:12]=[CH:13][C:14]([CH3:17])=[CH:15][CH:16]=2)[N:6]=1)([CH3:4])([CH3:3])[CH3:2]. The yield is 0.500. (2) The reactants are [NH2:1][C:2]1[N:7]=[C:6]([NH:8][C:9]2[CH:14]=[CH:13][C:12]([C:15](=O)[CH3:16])=[CH:11][CH:10]=2)[CH:5]=[C:4]([C:18]2[CH:23]=[C:22]([Cl:24])[CH:21]=[CH:20][C:19]=2[Cl:25])[N:3]=1.Cl.[NH2:27][OH:28].[OH-].[Na+]. The catalyst is C(O)C. The product is [NH2:1][C:2]1[N:7]=[C:6]([NH:8][C:9]2[CH:14]=[CH:13][C:12]([C:15](=[N:27][OH:28])[CH3:16])=[CH:11][CH:10]=2)[CH:5]=[C:4]([C:18]2[CH:23]=[C:22]([Cl:24])[CH:21]=[CH:20][C:19]=2[Cl:25])[N:3]=1. The yield is 0.100. (3) The reactants are C([NH:4][C:5]1[C:6]([C:13]([OH:15])=[O:14])=[N:7][C:8]([O:11][CH3:12])=[CH:9][CH:10]=1)(=O)C.Cl. No catalyst specified. The product is [NH2:4][C:5]1[C:6]([C:13]([OH:15])=[O:14])=[N:7][C:8]([O:11][CH3:12])=[CH:9][CH:10]=1. The yield is 0.890. (4) The reactants are [C:1]([O:5][C:6]([N:8]1[CH2:12][CH2:11][C@@H:10]([C:13]([NH:15][NH:16][C:17]2[CH:22]=[CH:21][C:20]([F:23])=[CH:19][N:18]=2)=O)[CH2:9]1)=[O:7])([CH3:4])([CH3:3])[CH3:2].C1C=CC(P(C2C=CC=CC=2)C2C=CC=CC=2)=CC=1.CCN(CC)CC.ClC(Cl)(Cl)C(Cl)(Cl)Cl.CC(OC(OC(OC(C)(C)C)=O)=O)(C)C. The catalyst is C1COCC1.C(Cl)Cl.CO.O. The product is [C:1]([O:5][C:6]([N:8]1[CH2:12][CH2:11][C@@H:10]([C:13]2[N:18]3[CH:19]=[C:20]([F:23])[CH:21]=[CH:22][C:17]3=[N:16][N:15]=2)[CH2:9]1)=[O:7])([CH3:4])([CH3:3])[CH3:2]. The yield is 0.730. (5) The reactants are Cl[C:2]1[CH:7]=[C:6]([Cl:8])[N:5]=[C:4]([CH3:9])[N:3]=1.CCN(C(C)C)C(C)C.[CH2:19]([O:26][C:27](=[O:37])[NH:28][CH2:29][C@H:30]1[CH2:35][CH2:34][C@@H:33]([NH2:36])[CH2:32][CH2:31]1)[C:20]1[CH:25]=[CH:24][CH:23]=[CH:22][CH:21]=1. The catalyst is CC(O)C. The product is [CH2:19]([O:26][C:27](=[O:37])[NH:28][CH2:29][C@H:30]1[CH2:35][CH2:34][C@@H:33]([NH:36][C:2]2[CH:7]=[C:6]([Cl:8])[N:5]=[C:4]([CH3:9])[N:3]=2)[CH2:32][CH2:31]1)[C:20]1[CH:21]=[CH:22][CH:23]=[CH:24][CH:25]=1. The yield is 0.910. (6) The reactants are Br[C:2]1[C:11]2[C:6](=[CH:7][CH:8]=[CH:9][CH:10]=2)[C:5]([Br:12])=[CH:4][CH:3]=1.[CH:13]([C:15]1[CH:20]=[CH:19][CH:18]=[CH:17][C:16]=1B(O)O)=[O:14].C(=O)([O-])[O-].[Na+].[Na+]. The catalyst is C1C=CC([P]([Pd]([P](C2C=CC=CC=2)(C2C=CC=CC=2)C2C=CC=CC=2)([P](C2C=CC=CC=2)(C2C=CC=CC=2)C2C=CC=CC=2)[P](C2C=CC=CC=2)(C2C=CC=CC=2)C2C=CC=CC=2)(C2C=CC=CC=2)C2C=CC=CC=2)=CC=1.C(COC)OC. The product is [Br:12][C:5]1[C:6]2[C:11](=[CH:10][CH:9]=[CH:8][CH:7]=2)[C:2]([C:16]2[CH:17]=[CH:18][CH:19]=[CH:20][C:15]=2[CH:13]=[O:14])=[CH:3][CH:4]=1. The yield is 0.670.